Dataset: Full USPTO retrosynthesis dataset with 1.9M reactions from patents (1976-2016). Task: Predict the reactants needed to synthesize the given product. Given the product [Cl:8][C:9]1[CH:10]=[CH:11][CH:12]=[C:13]2[C:18]=1[N:17]=[CH:16][N:15]=[C:14]2[C:19]1[CH:20]=[C:21]([CH:32]=[CH:33][C:34]=1[F:35])[O:22][C:23]1[CH:24]=[C:25]([CH:29]=[CH:30][CH:31]=1)[C:26]([O:28][CH3:1])=[O:27], predict the reactants needed to synthesize it. The reactants are: [CH3:1][Si](C=[N+]=[N-])(C)C.[Cl:8][C:9]1[CH:10]=[CH:11][CH:12]=[C:13]2[C:18]=1[N:17]=[CH:16][N:15]=[C:14]2[C:19]1[CH:20]=[C:21]([CH:32]=[CH:33][C:34]=1[F:35])[O:22][C:23]1[CH:24]=[C:25]([CH:29]=[CH:30][CH:31]=1)[C:26]([OH:28])=[O:27].C(O)(=O)C.